From a dataset of Forward reaction prediction with 1.9M reactions from USPTO patents (1976-2016). Predict the product of the given reaction. The product is: [CH3:18][N:6]([C@H:3]1[CH2:4][CH2:5][O:1][CH2:2]1)[CH2:7]/[CH:8]=[CH:9]/[C:10]([O:12][CH3:13])=[O:11]. Given the reactants [O:1]1[CH2:5][CH2:4][C@H:3]([NH:6][CH2:7]/[CH:8]=[CH:9]/[C:10]([O:12][CH3:13])=[O:11])[CH2:2]1.C=O.[BH-](OC(C)=O)(OC(C)=O)O[C:18](C)=O.[Na+], predict the reaction product.